Dataset: Forward reaction prediction with 1.9M reactions from USPTO patents (1976-2016). Task: Predict the product of the given reaction. Given the reactants [C:1]([N:8]1[CH2:13][CH2:12][NH:11][CH2:10][CH2:9]1)([O:3][C:4]([CH3:7])([CH3:6])[CH3:5])=[O:2].[CH2:14]([C:16]1[NH:24][C:23]2[C:18](=[N:19][CH:20]=[N:21][C:22]=2Cl)[N:17]=1)[CH3:15], predict the reaction product. The product is: [CH2:14]([C:16]1[NH:24][C:23]2[C:18](=[N:19][CH:20]=[N:21][C:22]=2[N:11]2[CH2:10][CH2:9][N:8]([C:1]([O:3][C:4]([CH3:7])([CH3:6])[CH3:5])=[O:2])[CH2:13][CH2:12]2)[N:17]=1)[CH3:15].